From a dataset of Reaction yield outcomes from USPTO patents with 853,638 reactions. Predict the reaction yield, written as a fraction of the theoretical maximum amount of product (1.0 means a 100% yield; for example, 0.34 means a 34% yield). (1) The catalyst is C(O)C.C(OCC)C. The yield is 0.400. The reactants are [NH2:1][CH2:2][CH2:3][C:4]1[C:12]2[C:7](=[CH:8][CH:9]=[CH:10][CH:11]=2)[NH:6][CH:5]=1.BrC1C=CC(F)=C([N+]([O-])=O)C=1.F[C:25]1[CH:32]=[CH:31][C:30]([N+:33]([O-:35])=[O:34])=[CH:29][C:26]=1[C:27]#[N:28].ClCCl. The product is [C:27]([C:26]1[CH:29]=[C:30]([N+:33]([O-:35])=[O:34])[CH:31]=[CH:32][C:25]=1[NH:1][CH2:2][CH2:3][C:4]1[C:12]2[C:7](=[CH:8][CH:9]=[CH:10][CH:11]=2)[NH:6][CH:5]=1)#[N:28]. (2) The reactants are [CH2:1]=[C:2]1[CH2:6][CH2:5][CH2:4][CH2:3]1.[CH:7]1([NH:13][C:14]2[C:19]([CH:20]=[N:21][OH:22])=[CH:18][N:17]=[C:16]3[N:23]([CH2:26][CH3:27])[N:24]=[CH:25][C:15]=23)[CH2:12][CH2:11][CH2:10][CH2:9][CH2:8]1.Cl[O-].[Na+]. The catalyst is O1CCCC1. The product is [CH:7]1([NH:13][C:14]2[C:15]3[CH:25]=[N:24][N:23]([CH2:26][CH3:27])[C:16]=3[N:17]=[CH:18][C:19]=2[C:20]2[CH2:1][C:2]3([CH2:6][CH2:5][CH2:4][CH2:3]3)[O:22][N:21]=2)[CH2:8][CH2:9][CH2:10][CH2:11][CH2:12]1. The yield is 0.400. (3) The reactants are [CH3:1]C([O-])(C)C.[K+].IC.[F:9][C:10]1[CH:15]=[C:14]([F:16])[CH:13]=[CH:12][C:11]=1[NH:17][C:18]1[CH:25]=[CH:24][C:21]([C:22]#[N:23])=[C:20]([S:26][CH3:27])[N:19]=1.O. The catalyst is CN(C)C=O. The product is [F:9][C:10]1[CH:15]=[C:14]([F:16])[CH:13]=[CH:12][C:11]=1[N:17]([CH3:1])[C:18]1[CH:25]=[CH:24][C:21]([C:22]#[N:23])=[C:20]([S:26][CH3:27])[N:19]=1. The yield is 0.900. (4) The reactants are [CH3:1][Mg]Br.[Cl:4][C:5]1[CH:10]=[CH:9][C:8]([CH2:11][C:12](=[O:14])[CH3:13])=[CH:7][C:6]=1[F:15]. The catalyst is C1COCC1. The product is [Cl:4][C:5]1[CH:10]=[CH:9][C:8]([CH2:11][C:12]([CH3:1])([OH:14])[CH3:13])=[CH:7][C:6]=1[F:15]. The yield is 0.882. (5) The reactants are Cl[C:2]1[N:7]=[C:6]([NH:8][C:9]2[N:14]=[CH:13][C:12]3[N:15]=[CH:16][N:17]([CH:18]([CH3:20])[CH3:19])[C:11]=3[CH:10]=2)[CH:5]=[CH:4][N:3]=1.[C:21]1(B2OC(C)(C)C(C)(C)O2)[CH2:26][CH2:25][CH2:24][CH2:23][CH:22]=1.C(=O)([O-])[O-].[Cs+].[Cs+]. The catalyst is O1CCOCC1.O.C1C=CC([P]([Pd]([P](C2C=CC=CC=2)(C2C=CC=CC=2)C2C=CC=CC=2)([P](C2C=CC=CC=2)(C2C=CC=CC=2)C2C=CC=CC=2)[P](C2C=CC=CC=2)(C2C=CC=CC=2)C2C=CC=CC=2)(C2C=CC=CC=2)C2C=CC=CC=2)=CC=1. The product is [C:21]1([C:2]2[N:7]=[C:6]([NH:8][C:9]3[N:14]=[CH:13][C:12]4[N:15]=[CH:16][N:17]([CH:18]([CH3:20])[CH3:19])[C:11]=4[CH:10]=3)[CH:5]=[CH:4][N:3]=2)[CH2:26][CH2:25][CH2:24][CH2:23][CH:22]=1. The yield is 0.770. (6) The reactants are [ClH:1].Cl[C:3]1[C:4]([CH3:8])=[N:5][NH:6][CH:7]=1.[Mn]([O-])(=O)(=O)=[O:10].[K+].[OH2:15]. No catalyst specified. The product is [Cl:1][C:3]1[C:4]([C:8]([OH:10])=[O:15])=[N:5][NH:6][CH:7]=1. The yield is 0.220. (7) The product is [N+:7]([C:10]1[CH:11]=[C:12]([CH2:13][OH:14])[CH:16]=[CH:17][C:18]=1[N+:19]([O-:21])=[O:20])([O-:9])=[O:8]. The reactants are B.O1CCCC1.[N+:7]([C:10]1[CH:11]=[C:12]([CH:16]=[CH:17][C:18]=1[N+:19]([O-:21])=[O:20])[C:13](O)=[O:14])([O-:9])=[O:8]. The catalyst is O1CCCC1. The yield is 1.00.